Task: Predict the reaction yield, written as a fraction of the theoretical maximum amount of product (1.0 means a 100% yield; for example, 0.34 means a 34% yield).. Dataset: Reaction yield outcomes from USPTO patents with 853,638 reactions (1) The catalyst is C1COCC1.CO. The yield is 0.480. The product is [Cl:43][C:42]1[CH:41]=[N:40][N:39]([CH3:44])[C:38]=1[C:20]1[CH:21]=[C:22]([NH:25][C:26](=[O:37])[C:27]2[CH:32]=[CH:31][CH:30]=[C:29]([C:33]([F:36])([F:34])[F:35])[CH:28]=2)[CH:23]=[CH:24][C:19]=1[O:18][CH2:17][C:16]([CH3:46])([NH:15][CH2:47][CH2:48][CH3:49])[CH3:45]. The reactants are C(O[BH-](OC(=O)C)OC(=O)C)(=O)C.[Na+].[NH2:15][C:16]([CH3:46])([CH3:45])[CH2:17][O:18][C:19]1[CH:24]=[CH:23][C:22]([NH:25][C:26](=[O:37])[C:27]2[CH:32]=[CH:31][CH:30]=[C:29]([C:33]([F:36])([F:35])[F:34])[CH:28]=2)=[CH:21][C:20]=1[C:38]1[N:39]([CH3:44])[N:40]=[CH:41][C:42]=1[Cl:43].[CH:47](=O)[CH2:48][CH3:49].C(Cl)(=O)C. (2) The reactants are [NH2:1][CH:2]([C:17]1[O:18][C:19]([CH3:22])=[CH:20][CH:21]=1)[C:3]12[N:9]([C:10]([O:12][C:13]([CH3:16])([CH3:15])[CH3:14])=[O:11])[CH:6]([CH2:7][CH2:8]1)[CH2:5][CH2:4]2.CCN(C(C)C)C(C)C.[CH3:32][C:33]1[CH:41]=[CH:40][CH:39]=[C:38]([CH3:42])[C:34]=1[C:35](Cl)=[O:36].[Na+].[Cl-]. The catalyst is C(Cl)Cl.O. The product is [CH3:32][C:33]1[CH:41]=[CH:40][CH:39]=[C:38]([CH3:42])[C:34]=1[C:35]([NH:1][CH:2]([C:17]1[O:18][C:19]([CH3:22])=[CH:20][CH:21]=1)[C:3]12[N:9]([C:10]([O:12][C:13]([CH3:14])([CH3:15])[CH3:16])=[O:11])[CH:6]([CH2:5][CH2:4]1)[CH2:7][CH2:8]2)=[O:36]. The yield is 0.790.